From a dataset of Full USPTO retrosynthesis dataset with 1.9M reactions from patents (1976-2016). Predict the reactants needed to synthesize the given product. (1) Given the product [Cl:1][C:2]1[CH:3]=[C:4]2[C:9](=[CH:10][C:11]=1[N:12]1[CH2:17][C:16]3[C:18]([CH:25]4[CH2:27][CH2:26]4)=[N:19][C:20]([C:22]([NH2:38])=[O:24])=[CH:21][C:15]=3[NH:14][C:13]1=[O:28])[O:8][CH:7]([C:29]1[C:34]([F:35])=[CH:33][CH:32]=[CH:31][N:30]=1)[CH2:6][CH2:5]2, predict the reactants needed to synthesize it. The reactants are: [Cl:1][C:2]1[CH:3]=[C:4]2[C:9](=[CH:10][C:11]=1[N:12]1[CH2:17][C:16]3[C:18]([CH:25]4[CH2:27][CH2:26]4)=[N:19][C:20]([C:22]([OH:24])=O)=[CH:21][C:15]=3[NH:14][C:13]1=[O:28])[O:8][CH:7]([C:29]1[C:34]([F:35])=[CH:33][CH:32]=[CH:31][N:30]=1)[CH2:6][CH2:5]2.CC[N:38]=C=NCCCN(C)C.O. (2) Given the product [F:35][C:36]1([F:40])[CH2:39][N:38]([C:2]2[CH:34]=[CH:33][C:5]([CH2:6][N:7]3[C:11]4[CH:12]=[C:13]([O:16][CH2:17][C:18]5[CH:22]=[CH:21][N:20]([CH3:23])[N:19]=5)[CH:14]=[CH:15][C:10]=4[N:9]=[C:8]3[C@H:24]3[CH2:29][CH2:28][CH2:27][CH2:26][C@H:25]3[C:30]([OH:32])=[O:31])=[CH:4][CH:3]=2)[CH2:37]1, predict the reactants needed to synthesize it. The reactants are: Br[C:2]1[CH:34]=[CH:33][C:5]([CH2:6][N:7]2[C:11]3[CH:12]=[C:13]([O:16][CH2:17][C:18]4[CH:22]=[CH:21][N:20]([CH3:23])[N:19]=4)[CH:14]=[CH:15][C:10]=3[N:9]=[C:8]2[C@H:24]2[CH2:29][CH2:28][CH2:27][CH2:26][C@H:25]2[C:30]([OH:32])=[O:31])=[CH:4][CH:3]=1.[F:35][C:36]1([F:40])[CH2:39][NH:38][CH2:37]1.